Task: Predict the reactants needed to synthesize the given product.. Dataset: Full USPTO retrosynthesis dataset with 1.9M reactions from patents (1976-2016) (1) Given the product [CH3:3][O:4][C:5]1[CH:6]=[C:7]2[C:12](=[CH:13][C:14]=1[O:15][CH3:16])[N:11]=[CH:10][CH:9]=[C:8]2[O:17][C:18]1[C:19]([F:29])=[C:20]2[C:25](=[CH:26][CH:27]=1)[CH:24]=[C:23]([NH:28][C:35]([C:31]1[S:30][CH:34]=[CH:33][CH:32]=1)=[O:36])[CH:22]=[CH:21]2, predict the reactants needed to synthesize it. The reactants are: Cl.Cl.[CH3:3][O:4][C:5]1[CH:6]=[C:7]2[C:12](=[CH:13][C:14]=1[O:15][CH3:16])[N:11]=[CH:10][CH:9]=[C:8]2[O:17][C:18]1[C:19]([F:29])=[C:20]2[C:25](=[CH:26][CH:27]=1)[CH:24]=[C:23]([NH2:28])[CH:22]=[CH:21]2.[S:30]1[CH:34]=[CH:33][CH:32]=[C:31]1[C:35](O)=[O:36].CCN(C(C)C)C(C)C.C1CN([P+](ON2N=NC3C=CC=CC2=3)(N2CCCC2)N2CCCC2)CC1.F[P-](F)(F)(F)(F)F. (2) Given the product [C:1]([O:5][C:6]([N:8]([CH2:21][CH:22]1[CH2:27][CH2:26][N:25]([C:28]2[C:29]([F:39])=[CH:30][C:31]([C:32]([OH:34])=[O:33])=[CH:36][C:37]=2[F:38])[CH2:24][CH:23]1[C:40]1[CH:41]=[CH:42][CH:43]=[CH:44][CH:45]=1)[C@@H:9]([C:11]1[C:20]2[C:15](=[CH:16][CH:17]=[CH:18][CH:19]=2)[CH:14]=[CH:13][CH:12]=1)[CH3:10])=[O:7])([CH3:2])([CH3:3])[CH3:4], predict the reactants needed to synthesize it. The reactants are: [C:1]([O:5][C:6]([N:8]([CH2:21][CH:22]1[CH2:27][CH2:26][N:25]([C:28]2[C:37]([F:38])=[CH:36][C:31]([C:32]([O:34]C)=[O:33])=[CH:30][C:29]=2[F:39])[CH2:24][CH:23]1[C:40]1[CH:45]=[CH:44][CH:43]=[CH:42][CH:41]=1)[C@@H:9]([C:11]1[C:20]2[C:15](=[CH:16][CH:17]=[CH:18][CH:19]=2)[CH:14]=[CH:13][CH:12]=1)[CH3:10])=[O:7])([CH3:4])([CH3:3])[CH3:2].C1COCC1.[OH-].[Na+].Cl.